From a dataset of Reaction yield outcomes from USPTO patents with 853,638 reactions. Predict the reaction yield, written as a fraction of the theoretical maximum amount of product (1.0 means a 100% yield; for example, 0.34 means a 34% yield). (1) The reactants are [NH2:1][CH2:2][CH2:3][NH:4][C:5]1[N:10]=[C:9]([C:11]2[CH:16]=[CH:15][C:14]([Cl:17])=[CH:13][C:12]=2[Cl:18])[C:8]([CH2:19][N:20]2[CH2:25][CH2:24][O:23][CH2:22][CH2:21]2)=[CH:7][N:6]=1.Cl[C:27]1[CH:32]=[CH:31][C:30]([N+:33]([O-:35])=[O:34])=[C:29]([NH2:36])[N:28]=1. The catalyst is CO.C(Cl)Cl. The product is [Cl:18][C:12]1[CH:13]=[C:14]([Cl:17])[CH:15]=[CH:16][C:11]=1[C:9]1[C:8]([CH2:19][N:20]2[CH2:25][CH2:24][O:23][CH2:22][CH2:21]2)=[CH:7][N:6]=[C:5]([NH:4][CH2:3][CH2:2][NH:1][C:27]2[CH:32]=[CH:31][C:30]([N+:33]([O-:35])=[O:34])=[C:29]([NH2:36])[N:28]=2)[N:10]=1. The yield is 0.600. (2) The reactants are [CH:1]12[CH2:7][CH:4]([CH2:5][CH2:6]1)[CH:3]([C:8]([O:10][CH2:11][CH3:12])=[O:9])[NH:2]2.C(N(CC)CC)C.[CH3:20][O:21][C:22]1[CH:29]=[CH:28][C:25]([CH2:26]Cl)=[CH:24][CH:23]=1.O. The catalyst is C(Cl)(Cl)Cl. The product is [CH3:20][O:21][C:22]1[CH:29]=[CH:28][C:25]([CH2:26][N:2]2[CH:3]([C:8]([O:10][CH2:11][CH3:12])=[O:9])[CH:4]3[CH2:7][CH:1]2[CH2:6][CH2:5]3)=[CH:24][CH:23]=1. The yield is 0.860. (3) The reactants are [CH3:1][C:2]1[C:3]([CH2:9][N:10]([CH2:28][C:29]2[C:34]([CH:35]([CH3:37])[CH3:36])=[CH:33][CH:32]=[CH:31][N:30]=2)[CH2:11][CH2:12][C:13]2[N:14]=[CH:15][N:16](S(C3C=CC(C)=CC=3)(=O)=O)[CH:17]=2)=[N:4][CH:5]=[C:6]([CH3:8])[CH:7]=1.C1C=CC2N(O)N=NC=2C=1. The catalyst is CO. The product is [CH3:1][C:2]1[C:3]([CH2:9][N:10]([CH2:11][CH2:12][C:13]2[N:14]=[CH:15][NH:16][CH:17]=2)[CH2:28][C:29]2[C:34]([CH:35]([CH3:37])[CH3:36])=[CH:33][CH:32]=[CH:31][N:30]=2)=[N:4][CH:5]=[C:6]([CH3:8])[CH:7]=1. The yield is 0.620.